This data is from NCI-60 drug combinations with 297,098 pairs across 59 cell lines. The task is: Regression. Given two drug SMILES strings and cell line genomic features, predict the synergy score measuring deviation from expected non-interaction effect. (1) Drug 1: CCN(CC)CCNC(=O)C1=C(NC(=C1C)C=C2C3=C(C=CC(=C3)F)NC2=O)C. Drug 2: CNC(=O)C1=NC=CC(=C1)OC2=CC=C(C=C2)NC(=O)NC3=CC(=C(C=C3)Cl)C(F)(F)F. Cell line: HOP-62. Synergy scores: CSS=12.7, Synergy_ZIP=0.347, Synergy_Bliss=0.627, Synergy_Loewe=8.87, Synergy_HSA=0.132. (2) Synergy scores: CSS=14.0, Synergy_ZIP=-7.55, Synergy_Bliss=-0.616, Synergy_Loewe=-11.7, Synergy_HSA=-1.53. Drug 1: C1CC(C1)(C(=O)O)C(=O)O.[NH2-].[NH2-].[Pt+2]. Cell line: IGROV1. Drug 2: CS(=O)(=O)CCNCC1=CC=C(O1)C2=CC3=C(C=C2)N=CN=C3NC4=CC(=C(C=C4)OCC5=CC(=CC=C5)F)Cl. (3) Drug 1: C#CCC(CC1=CN=C2C(=N1)C(=NC(=N2)N)N)C3=CC=C(C=C3)C(=O)NC(CCC(=O)O)C(=O)O. Drug 2: CC(C)CN1C=NC2=C1C3=CC=CC=C3N=C2N. Cell line: NCIH23. Synergy scores: CSS=-3.16, Synergy_ZIP=-0.639, Synergy_Bliss=-6.21, Synergy_Loewe=-5.61, Synergy_HSA=-9.71. (4) Drug 1: CCCS(=O)(=O)NC1=C(C(=C(C=C1)F)C(=O)C2=CNC3=C2C=C(C=N3)C4=CC=C(C=C4)Cl)F. Drug 2: COC1=CC(=CC(=C1O)OC)C2C3C(COC3=O)C(C4=CC5=C(C=C24)OCO5)OC6C(C(C7C(O6)COC(O7)C8=CC=CS8)O)O. Cell line: LOX IMVI. Synergy scores: CSS=59.6, Synergy_ZIP=6.12, Synergy_Bliss=5.61, Synergy_Loewe=13.1, Synergy_HSA=15.1. (5) Cell line: IGROV1. Drug 2: CC1=C2C(C(=O)C3(C(CC4C(C3C(C(C2(C)C)(CC1OC(=O)C(C(C5=CC=CC=C5)NC(=O)OC(C)(C)C)O)O)OC(=O)C6=CC=CC=C6)(CO4)OC(=O)C)O)C)O. Synergy scores: CSS=27.8, Synergy_ZIP=-11.8, Synergy_Bliss=-6.14, Synergy_Loewe=-2.94, Synergy_HSA=-2.26. Drug 1: CC1C(C(CC(O1)OC2CC(CC3=C2C(=C4C(=C3O)C(=O)C5=C(C4=O)C(=CC=C5)OC)O)(C(=O)C)O)N)O.Cl. (6) Synergy scores: CSS=17.7, Synergy_ZIP=-0.0388, Synergy_Bliss=1.40, Synergy_Loewe=-50.0, Synergy_HSA=0.731. Drug 1: CN(CC1=CN=C2C(=N1)C(=NC(=N2)N)N)C3=CC=C(C=C3)C(=O)NC(CCC(=O)O)C(=O)O. Drug 2: CCCCCOC(=O)NC1=NC(=O)N(C=C1F)C2C(C(C(O2)C)O)O. Cell line: U251.